Regression. Given a peptide amino acid sequence and an MHC pseudo amino acid sequence, predict their binding affinity value. This is MHC class II binding data. From a dataset of Peptide-MHC class II binding affinity with 134,281 pairs from IEDB. (1) The peptide sequence is FLNFLEANGLNAIDF. The MHC is DRB1_0301 with pseudo-sequence DRB1_0301. The binding affinity (normalized) is 0.215. (2) The peptide sequence is LECFVRSTPASFEKK. The MHC is DRB1_0405 with pseudo-sequence DRB1_0405. The binding affinity (normalized) is 0.835. (3) The peptide sequence is NGILKKLSSIKSKSR. The MHC is DRB1_1501 with pseudo-sequence DRB1_1501. The binding affinity (normalized) is 0.625. (4) The peptide sequence is VKEEGKEELQEIPTM. The MHC is HLA-DQA10501-DQB10302 with pseudo-sequence HLA-DQA10501-DQB10302. The binding affinity (normalized) is 0.314. (5) The peptide sequence is FIKVRQYDQILIEICGKKAIGTV. The MHC is HLA-DQA10401-DQB10402 with pseudo-sequence HLA-DQA10401-DQB10402. The binding affinity (normalized) is 0.180. (6) The peptide sequence is KTKEGVLYVGSKTKE. The MHC is HLA-DPA10201-DPB10501 with pseudo-sequence HLA-DPA10201-DPB10501. The binding affinity (normalized) is 0.152. (7) The peptide sequence is ELLKTVRLIKFLYQSNP. The MHC is DRB1_0401 with pseudo-sequence DRB1_0401. The binding affinity (normalized) is 0.744. (8) The MHC is DRB5_0101 with pseudo-sequence DRB5_0101. The binding affinity (normalized) is 0.618. The peptide sequence is SLINSMKTSFSSRLL. (9) The peptide sequence is KTLKFDALSGSQEVE. The MHC is H-2-IAd with pseudo-sequence H-2-IAd. The binding affinity (normalized) is 0.334.